Dataset: Reaction yield outcomes from USPTO patents with 853,638 reactions. Task: Predict the reaction yield, written as a fraction of the theoretical maximum amount of product (1.0 means a 100% yield; for example, 0.34 means a 34% yield). (1) The reactants are [CH:1]1([CH2:4][C:5]([NH:7][C:8]2[N:9]=[C:10]3[CH:15]=[CH:14][C:13](I)=[N:12][N:11]3[CH:17]=2)=[O:6])[CH2:3][CH2:2]1.[NH2:18][C:19]1[CH:20]=[C:21]([OH:25])[CH:22]=[CH:23][CH:24]=1.C(=O)([O-])[O-].[K+].[K+].CN(C)C=O. The catalyst is [Cl-].[Na+].O.O1CCCC1.C(OCC)(=O)C. The product is [NH2:18][C:19]1[CH:20]=[C:21]([CH:22]=[CH:23][CH:24]=1)[O:25][C:13]1[CH:14]=[CH:15][C:10]2[N:11]([CH:17]=[C:8]([NH:7][C:5](=[O:6])[CH2:4][CH:1]3[CH2:3][CH2:2]3)[N:9]=2)[N:12]=1. The yield is 0.330. (2) The reactants are [Cl:1][C:2]1[CH:7]=[CH:6][C:5]([C:8]([F:18])([F:17])[CH2:9][N:10]2[CH2:15][CH2:14][CH:13]([NH2:16])[CH2:12][CH2:11]2)=[CH:4][CH:3]=1.Cl[C:20]1[C:21]2[CH:28]=[CH:27][NH:26][C:22]=2[N:23]=[CH:24][N:25]=1.CCN(C(C)C)C(C)C. The catalyst is C(O)(C)C. The product is [Cl:1][C:2]1[CH:3]=[CH:4][C:5]([C:8]([F:18])([F:17])[CH2:9][N:10]2[CH2:11][CH2:12][CH:13]([NH:16][C:20]3[C:21]4[CH:28]=[CH:27][NH:26][C:22]=4[N:23]=[CH:24][N:25]=3)[CH2:14][CH2:15]2)=[CH:6][CH:7]=1. The yield is 0.560. (3) The reactants are Br[C:2]1[CH:7]=[CH:6][C:5]([C:8](=[C:17]2[CH2:22][CH2:21][CH2:20][CH2:19][CH2:18]2)[C:9]2[CH:14]=[CH:13][C:12]([OH:15])=[C:11]([F:16])[CH:10]=2)=[CH:4][CH:3]=1.[C:23]([O:27][C:28]([CH3:31])([CH3:30])[CH3:29])(=[O:26])[CH:24]=[CH2:25].CC1C=CC=CC=1P(C1C=CC=CC=1C)C1C=CC=CC=1C.CCN(CC)CC. The catalyst is C([O-])(=O)C.[Pd+2].C([O-])(=O)C.O. The product is [C:17]1(=[C:8]([C:9]2[CH:14]=[CH:13][C:12]([OH:15])=[C:11]([F:16])[CH:10]=2)[C:5]2[CH:6]=[CH:7][C:2](/[CH:25]=[CH:24]/[C:23]([O:27][C:28]([CH3:31])([CH3:30])[CH3:29])=[O:26])=[CH:3][CH:4]=2)[CH2:22][CH2:21][CH2:20][CH2:19][CH2:18]1. The yield is 0.540. (4) The reactants are C[O:2][C:3]([C:5]1[CH:10]=[CH:9][C:8]([O:11][CH2:12][C:13]([F:18])([F:17])[CH:14]([F:16])[F:15])=[CH:7][N:6]=1)=[O:4].[OH-].[Li+]. No catalyst specified. The product is [F:18][C:13]([F:17])([CH:14]([F:16])[F:15])[CH2:12][O:11][C:8]1[CH:9]=[CH:10][C:5]([C:3]([OH:4])=[O:2])=[N:6][CH:7]=1. The yield is 0.940. (5) The reactants are [OH:1][C:2]1[CH:7]=[CH:6][C:5]([CH2:8][CH2:9][C:10]2[CH:24]=[CH:23][C:13]3[CH:14]=[C:15]([CH:17]([NH:19][C:20](=[O:22])[CH3:21])[CH3:18])[O:16][C:12]=3[CH:11]=2)=[CH:4][CH:3]=1.Cl[CH2:26][CH2:27][S:28][CH3:29]. No catalyst specified. The product is [CH3:29][S:28][CH2:27][CH2:26][O:1][C:2]1[CH:3]=[CH:4][C:5]([CH2:8][CH2:9][C:10]2[CH:24]=[CH:23][C:13]3[CH:14]=[C:15]([CH:17]([NH:19][C:20](=[O:22])[CH3:21])[CH3:18])[O:16][C:12]=3[CH:11]=2)=[CH:6][CH:7]=1. The yield is 0.500.